This data is from Full USPTO retrosynthesis dataset with 1.9M reactions from patents (1976-2016). The task is: Predict the reactants needed to synthesize the given product. (1) Given the product [Cl:1][C:2]1[C:3]([C:15]([N:17]2[CH2:21][CH2:20][CH2:19][CH2:18]2)=[O:16])=[C:4]([CH2:8][N:9]2[CH2:10][CH2:11][N:12]([C:22]([O:23][N:24]3[C:28](=[O:29])[CH2:27][CH2:26][C:25]3=[O:30])=[O:31])[CH2:13][CH2:14]2)[CH:5]=[CH:6][CH:7]=1, predict the reactants needed to synthesize it. The reactants are: [Cl:1][C:2]1[C:3]([C:15]([N:17]2[CH2:21][CH2:20][CH2:19][CH2:18]2)=[O:16])=[C:4]([CH2:8][N:9]2[CH2:14][CH2:13][NH:12][CH2:11][CH2:10]2)[CH:5]=[CH:6][CH:7]=1.[C:22](=O)([O:31]N1C(=O)CCC1=O)[O:23][N:24]1[C:28](=[O:29])[CH2:27][CH2:26][C:25]1=[O:30].C(N(CC)CC)C. (2) Given the product [Cl:1][C:2]1[CH:7]=[CH:6][C:5]([C:8]2[S:9][C:10]([C:19]([C:21]3[O:22][CH:23]=[CH:24][CH:25]=3)=[O:20])=[CH:11][C:12]=2[CH2:13][C:14]([O:16][CH:17]([CH3:26])[CH3:18])=[O:15])=[CH:4][CH:3]=1, predict the reactants needed to synthesize it. The reactants are: [Cl:1][C:2]1[CH:7]=[CH:6][C:5]([C:8]2[S:9][C:10]([C:19]([C:21]3[O:22][CH:23]=[CH:24][CH:25]=3)=[O:20])=[CH:11][C:12]=2[CH2:13][C:14]([O:16][CH2:17][CH3:18])=[O:15])=[CH:4][CH:3]=1.[CH3:26]C(O)C.S(=O)(=O)(O)O. (3) Given the product [CH3:1][O:2][C:3](=[O:22])[CH:4]([S:38][CH2:37][CH2:36][C:33]1[CH:34]=[CH:35][C:30]([F:29])=[CH:31][CH:32]=1)[CH2:5][C:6]1[CH:11]=[CH:10][C:9]([C:12]([CH3:20])([CH3:19])[O:13][SiH2:14][C:15]([CH3:18])([CH3:17])[CH3:16])=[CH:8][CH:7]=1, predict the reactants needed to synthesize it. The reactants are: [CH3:1][O:2][C:3](=[O:22])[CH:4](Cl)[CH2:5][C:6]1[CH:11]=[CH:10][C:9]([C:12]([CH3:20])([CH3:19])[O:13][SiH2:14][C:15]([CH3:18])([CH3:17])[CH3:16])=[CH:8][CH:7]=1.C([O-])([O-])=O.[Cs+].[Cs+].[F:29][C:30]1[CH:35]=[CH:34][C:33]([CH2:36][CH2:37][SH:38])=[CH:32][CH:31]=1. (4) The reactants are: [C:1]([O:5][C:6](=[O:21])[NH:7][CH2:8][CH2:9][N:10]1[C:14](I)=[C:13]([I:16])[N:12]=[C:11]1[CH2:17][CH:18]1[CH2:20][CH2:19]1)([CH3:4])([CH3:3])[CH3:2]. Given the product [C:1]([O:5][C:6](=[O:21])[NH:7][CH2:8][CH2:9][N:10]1[CH:14]=[C:13]([I:16])[N:12]=[C:11]1[CH2:17][CH:18]1[CH2:19][CH2:20]1)([CH3:4])([CH3:2])[CH3:3], predict the reactants needed to synthesize it. (5) Given the product [NH2:47][C:9]1[C:8]2[N:17]=[C:5]([CH2:4][O:3][CH2:1][CH3:2])[N:6]([CH2:18][CH2:19][CH2:20][CH2:21][C:22]([NH2:24])=[O:23])[C:7]=2[C:16]2[CH:15]=[CH:14][CH:13]=[CH:12][C:11]=2[N:10]=1, predict the reactants needed to synthesize it. The reactants are: [CH2:1]([O:3][CH2:4][C:5]1[N:6]([CH2:18][CH2:19][CH2:20][CH2:21][C:22]([NH2:24])=[O:23])[C:7]2[C:16]3[CH:15]=[CH:14][CH:13]=[CH:12][C:11]=3[N:10]=[CH:9][C:8]=2[N:17]=1)[CH3:2].C1C=C(Cl)C=C(C(OO)=O)C=1.C1(S(Cl)(=O)=O)C=CC=CC=1.[OH-].[NH4+:47].